From a dataset of Forward reaction prediction with 1.9M reactions from USPTO patents (1976-2016). Predict the product of the given reaction. (1) Given the reactants [OH:1][N:2]=[C:3](Cl)[C:4]1[CH:8]=[CH:7][S:6][CH:5]=1.[C:10]([O:15][CH2:16][CH3:17])(=[O:14])[C:11]#[C:12][CH3:13], predict the reaction product. The product is: [CH2:16]([O:15][C:10]([C:11]1[C:3]([C:4]2[CH:8]=[CH:7][S:6][CH:5]=2)=[N:2][O:1][C:12]=1[CH3:13])=[O:14])[CH3:17]. (2) The product is: [CH3:1][O:2][C:3]1[CH:8]=[CH:7][C:6]([C:9]2[CH:13]=[C:12]([C:14]3[CH:19]=[CH:18][CH:17]=[CH:16][CH:15]=3)[NH:11][C:10]=2[C:20]([NH:24][CH2:25][C:26]2[CH:27]=[CH:28][C:29]([C:30]([NH:32][C:33]3[CH:38]=[CH:37][CH:36]=[CH:35][N:34]=3)=[O:31])=[CH:39][CH:40]=2)=[O:21])=[CH:5][CH:4]=1. Given the reactants [CH3:1][O:2][C:3]1[CH:8]=[CH:7][C:6]([C:9]2[CH:13]=[C:12]([C:14]3[CH:19]=[CH:18][CH:17]=[CH:16][CH:15]=3)[NH:11][C:10]=2[C:20](O)=[O:21])=[CH:5][CH:4]=1.Cl.[NH2:24][CH2:25][C:26]1[CH:40]=[CH:39][C:29]([C:30]([NH:32][C:33]2[CH:38]=[CH:37][CH:36]=[CH:35][N:34]=2)=[O:31])=[CH:28][CH:27]=1, predict the reaction product. (3) Given the reactants [CH:1]([C:4]1[CH:5]=[C:6]([CH:21]=[CH:22][C:23]=1[O:24]C)[O:7][C:8]1[C:13]([CH3:14])=[CH:12][C:11]([C:15]2[N:16]=[N:17][NH:18][N:19]=2)=[CH:10][C:9]=1[CH3:20])([CH3:3])[CH3:2].B(Br)(Br)Br.O, predict the reaction product. The product is: [CH3:14][C:13]1[CH:12]=[C:11]([C:15]2[N:16]=[N:17][NH:18][N:19]=2)[CH:10]=[C:9]([CH3:20])[C:8]=1[O:7][C:6]1[CH:21]=[CH:22][C:23]([OH:24])=[C:4]([CH:1]([CH3:3])[CH3:2])[CH:5]=1. (4) Given the reactants I[C:2]1[CH:7]=[CH:6][C:5]([N:8]2[CH2:13][CH2:12][C:11]3[C:14]([S:25]([CH3:28])(=[O:27])=[O:26])=[N:15][N:16]([C:17]4[CH:22]=[CH:21][C:20]([O:23][CH3:24])=[CH:19][CH:18]=4)[C:10]=3[C:9]2=[O:29])=[CH:4][CH:3]=1.C(OC([N:40]1[CH2:45][CH2:44][NH:43][C:42](=[O:46])[CH2:41]1)=O)C1C=CC=CC=1.C([O-])([O-])=O.[K+].[K+].CS(C)=O, predict the reaction product. The product is: [CH3:24][O:23][C:20]1[CH:21]=[CH:22][C:17]([N:16]2[C:10]3[C:9](=[O:29])[N:8]([C:5]4[CH:6]=[CH:7][C:2]([N:43]5[CH2:44][CH2:45][NH:40][CH2:41][C:42]5=[O:46])=[CH:3][CH:4]=4)[CH2:13][CH2:12][C:11]=3[C:14]([S:25]([CH3:28])(=[O:27])=[O:26])=[N:15]2)=[CH:18][CH:19]=1. (5) Given the reactants [Br:1][C:2]1[CH:7]=[CH:6][C:5]([F:8])=[CH:4][C:3]=1[C:9]1[C:18]2[C:17](=[O:19])[N:16]([CH3:20])[C:15](=[O:21])[N:14]([CH3:22])[C:13]=2[N:12]=[C:11](Cl)[C:10]=1[C:24]#[N:25].[C:26]([O-:29])(O)=O.[Na+], predict the reaction product. The product is: [Br:1][C:2]1[CH:7]=[CH:6][C:5]([F:8])=[CH:4][C:3]=1[C:9]1[C:18]2[C:17](=[O:19])[N:16]([CH3:20])[C:15](=[O:21])[N:14]([CH3:22])[C:13]=2[N:12]=[C:11]([N:12]2[CH2:13][CH2:26][O:29][CH2:10][CH2:11]2)[C:10]=1[C:24]#[N:25]. (6) Given the reactants [N:1]12[CH2:8][CH2:7][CH:4]([CH2:5][CH2:6]1)[C@@H:3]([O:9][C:10](=[O:28])[NH:11][C:12]1[CH:17]=[C:16](/[CH:18]=[CH:19]/[CH2:20][OH:21])[CH:15]=[CH:14][C:13]=1[C:22]1[CH:27]=[CH:26][CH:25]=[CH:24][CH:23]=1)[CH2:2]2, predict the reaction product. The product is: [N:1]12[CH2:6][CH2:5][CH:4]([CH2:7][CH2:8]1)[C@@H:3]([O:9][C:10](=[O:28])[NH:11][C:12]1[CH:17]=[C:16]([CH2:18][CH2:19][CH2:20][OH:21])[CH:15]=[CH:14][C:13]=1[C:22]1[CH:23]=[CH:24][CH:25]=[CH:26][CH:27]=1)[CH2:2]2. (7) Given the reactants Cl[S:2]([C:5]1[CH:13]=[CH:12][C:8]([C:9]([OH:11])=[O:10])=[CH:7][CH:6]=1)(=[O:4])=[O:3].[CH3:14][O:15][C:16]1[CH:23]=[CH:22][CH:21]=[CH:20][C:17]=1[NH:18][CH3:19], predict the reaction product. The product is: [CH3:14][O:15][C:16]1[CH:23]=[CH:22][CH:21]=[CH:20][C:17]=1[N:18]([CH3:19])[S:2]([C:5]1[CH:13]=[CH:12][C:8]([C:9]([OH:11])=[O:10])=[CH:7][CH:6]=1)(=[O:4])=[O:3].